This data is from Full USPTO retrosynthesis dataset with 1.9M reactions from patents (1976-2016). The task is: Predict the reactants needed to synthesize the given product. (1) The reactants are: CN(C)[CH:3]=[CH:4][C:5]([C:7]1[C:8]([CH3:30])=[C:9]([C:20]2[CH:25]=[CH:24][CH:23]=[C:22]([C:26]([F:29])([F:28])[F:27])[CH:21]=2)[C:10]2[N:11]([N:13]=[C:14]([NH:16]C(=O)C)[N:15]=2)[CH:12]=1)=O.[NH:32]([C:34]1[CH:41]=[CH:40][C:37]([C:38]#[N:39])=[CH:36][C:35]=1[S:42]([CH3:45])(=[O:44])=[O:43])[NH2:33].Cl.CCOC(C)=O. Given the product [NH2:16][C:14]1[N:15]=[C:10]2[C:9]([C:20]3[CH:25]=[CH:24][CH:23]=[C:22]([C:26]([F:27])([F:28])[F:29])[CH:21]=3)=[C:8]([CH3:30])[C:7]([C:5]3[N:32]([C:34]4[CH:41]=[CH:40][C:37]([C:38]#[N:39])=[CH:36][C:35]=4[S:42]([CH3:45])(=[O:44])=[O:43])[N:33]=[CH:3][CH:4]=3)=[CH:12][N:11]2[N:13]=1, predict the reactants needed to synthesize it. (2) The reactants are: Br[C:2]1[CH:7]=[CH:6][C:5]([O:8][CH3:9])=[C:4]([F:10])[CH:3]=1.[NH:11]1[CH:15]=[CH:14][CH:13]=[N:12]1.C(=NO)C1C(=CC=CC=1)O.C(=O)([O-])[O-].[Cs+].[Cs+]. Given the product [F:10][C:4]1[CH:3]=[C:2]([N:11]2[CH:15]=[CH:14][CH:13]=[N:12]2)[CH:7]=[CH:6][C:5]=1[O:8][CH3:9], predict the reactants needed to synthesize it. (3) Given the product [CH2:22]([C:33]1[CH:34]=[CH:35][C:36]([C:8]([N:4]2[CH2:5][CH2:6][CH2:7][C@H:3]2[C:1]#[N:2])=[O:10])=[CH:40][CH:41]=1)[CH2:23][CH2:24][CH2:25][CH2:26][CH2:27][CH2:28][CH2:29][CH2:30][CH2:31][CH3:32], predict the reactants needed to synthesize it. The reactants are: [C:1]([C@@H:3]1[CH2:7][CH2:6][CH2:5][N:4]1[C:8]([O:10]C(C)(C)C)=O)#[N:2].C(O)(C(F)(F)F)=O.[CH2:22]([C:33]1[CH:41]=[CH:40][C:36](C(O)=O)=[CH:35][CH:34]=1)[CH2:23][CH2:24][CH2:25][CH2:26][CH2:27][CH2:28][CH2:29][CH2:30][CH2:31][CH3:32]. (4) Given the product [Cl:19][C:20]1[CH:21]=[CH:22][C:23]([CH:26]([C:48]2[CH:49]=[CH:50][C:51]([Cl:54])=[CH:52][CH:53]=2)[N:27]2[CH2:28][C:29](=[CH:31][S:32]([CH2:35][C:36]3[CH:37]=[C:38]([N:42]4[CH2:47][CH2:46][N:45]([C:15](=[O:16])[CH2:14][N:13]([CH3:18])[CH3:12])[CH2:44][CH2:43]4)[CH:39]=[CH:40][CH:41]=3)(=[O:33])=[O:34])[CH2:30]2)=[CH:24][CH:25]=1, predict the reactants needed to synthesize it. The reactants are: CCN=C=NCCCN(C)C.[CH3:12][N:13]([CH3:18])[CH2:14][C:15](O)=[O:16].[Cl:19][C:20]1[CH:25]=[CH:24][C:23]([CH:26]([C:48]2[CH:53]=[CH:52][C:51]([Cl:54])=[CH:50][CH:49]=2)[N:27]2[CH2:30][C:29](=[CH:31][S:32]([CH2:35][C:36]3[CH:37]=[C:38]([N:42]4[CH2:47][CH2:46][NH:45][CH2:44][CH2:43]4)[CH:39]=[CH:40][CH:41]=3)(=[O:34])=[O:33])[CH2:28]2)=[CH:22][CH:21]=1.